This data is from Full USPTO retrosynthesis dataset with 1.9M reactions from patents (1976-2016). The task is: Predict the reactants needed to synthesize the given product. (1) Given the product [Cl:15][C:12]1[CH:13]=[CH:14][C:5]([CH2:4][C:3]([OH:26])=[O:2])=[C:6]2[C:11]=1[N:10]=[C:9]([CH3:16])[C:8]([S:17][C:18]1[CH:23]=[CH:22][C:21]([Cl:24])=[CH:20][CH:19]=1)=[C:7]2[CH3:25], predict the reactants needed to synthesize it. The reactants are: C[O:2][C:3](=[O:26])[CH2:4][C:5]1[CH:14]=[CH:13][C:12]([Cl:15])=[C:11]2[C:6]=1[C:7]([CH3:25])=[C:8]([S:17][C:18]1[CH:23]=[CH:22][C:21]([Cl:24])=[CH:20][CH:19]=1)[C:9]([CH3:16])=[N:10]2.CO.[OH-].[Li+]. (2) Given the product [CH3:7][C:5]1[O:6][C:2]([C:34]([OH:36])=[O:35])=[C:3]([C:8]2[CH:17]=[CH:16][C:15]3[CH2:14][CH2:13][CH2:12][CH2:11][C:10]=3[CH:9]=2)[N:4]=1, predict the reactants needed to synthesize it. The reactants are: Br[C:2]1[O:6][C:5]([CH3:7])=[N:4][C:3]=1[C:8]1[CH:17]=[CH:16][C:15]2[CH2:14][CH2:13][CH2:12][CH2:11][C:10]=2[CH:9]=1.O1CCCC1.CCCCCC.C([Li])CCC.[C:34](=[O:36])=[O:35]. (3) Given the product [F:1][C:2]1[CH:7]=[CH:6][C:5]([CH3:8])=[C:4]2[C:3]=1[NH:9][CH:13]=[CH:12]2, predict the reactants needed to synthesize it. The reactants are: [F:1][C:2]1[CH:7]=[CH:6][C:5]([CH3:8])=[CH:4][C:3]=1[N+:9]([O-])=O.[CH:12]([Mg]Br)=[CH2:13].[NH4+].[Cl-]. (4) Given the product [F:1][C:2]1[CH:7]=[CH:6][C:5]([C:8]2[S:12][C:11]([CH2:13][C:14]3[CH:15]=[C:16]([C:21]4([O:32][CH3:33])[C@H:26]([OH:27])[C@@H:25]([OH:28])[C@H:24]([OH:29])[C@@H:23]([CH2:30][O:31][Si:45]([CH3:47])([CH3:46])[CH3:44])[O:22]4)[CH:17]=[CH:18][C:19]=3[CH3:20])=[CH:10][CH:9]=2)=[CH:4][CH:3]=1, predict the reactants needed to synthesize it. The reactants are: [F:1][C:2]1[CH:7]=[CH:6][C:5]([C:8]2[S:12][C:11]([CH2:13][C:14]3[CH:15]=[C:16]([C:21]4([O:32][CH3:33])[C@H:26]([OH:27])[C@@H:25]([OH:28])[C@H:24]([OH:29])[C@@H:23]([CH2:30][OH:31])[O:22]4)[CH:17]=[CH:18][C:19]=3[CH3:20])=[CH:10][CH:9]=2)=[CH:4][CH:3]=1.C(Cl)Cl.CN1CCOCC1.[CH3:44][Si:45](Cl)([CH3:47])[CH3:46]. (5) Given the product [Br:16][C:5]1[CH:4]=[C:3]2[C:8](=[CH:7][CH:6]=1)[C:9]1=[N:10][CH:11]=[CH:12][CH:13]=[C:14]1[C:2]2([CH3:15])[CH3:1], predict the reactants needed to synthesize it. The reactants are: [CH3:1][C:2]1([CH3:15])[C:14]2[C:9](=[N:10][CH:11]=[CH:12][CH:13]=2)[C:8]2[C:3]1=[CH:4][CH:5]=[CH:6][CH:7]=2.[Br:16]Br.O.